Dataset: NCI-60 drug combinations with 297,098 pairs across 59 cell lines. Task: Regression. Given two drug SMILES strings and cell line genomic features, predict the synergy score measuring deviation from expected non-interaction effect. (1) Drug 1: COC1=CC(=CC(=C1O)OC)C2C3C(COC3=O)C(C4=CC5=C(C=C24)OCO5)OC6C(C(C7C(O6)COC(O7)C8=CC=CS8)O)O. Drug 2: CN(C)N=NC1=C(NC=N1)C(=O)N. Cell line: NCIH23. Synergy scores: CSS=47.9, Synergy_ZIP=-3.81, Synergy_Bliss=-7.16, Synergy_Loewe=-46.8, Synergy_HSA=-6.30. (2) Drug 1: CC(C)(C#N)C1=CC(=CC(=C1)CN2C=NC=N2)C(C)(C)C#N. Drug 2: CN(C(=O)NC(C=O)C(C(C(CO)O)O)O)N=O. Cell line: SN12C. Synergy scores: CSS=-8.00, Synergy_ZIP=2.10, Synergy_Bliss=-2.40, Synergy_Loewe=-5.47, Synergy_HSA=-6.55. (3) Cell line: BT-549. Drug 1: C1=CC(=C2C(=C1NCCNCCO)C(=O)C3=C(C=CC(=C3C2=O)O)O)NCCNCCO. Drug 2: C(CCl)NC(=O)N(CCCl)N=O. Synergy scores: CSS=20.7, Synergy_ZIP=-5.53, Synergy_Bliss=-6.44, Synergy_Loewe=-26.0, Synergy_HSA=-7.07.